This data is from Forward reaction prediction with 1.9M reactions from USPTO patents (1976-2016). The task is: Predict the product of the given reaction. (1) Given the reactants Cl[C:2]1[N:22]=[C:5]2[C:6]([C:10]3[CH:15]=[C:14]([C:16]([F:19])([F:18])[F:17])[CH:13]=[CH:12][C:11]=3[O:20][CH3:21])=[CH:7][CH:8]=[CH:9][N:4]2[N:3]=1.[N:23]1([CH2:29][CH2:30][O:31][C:32]2[CH:37]=[CH:36][C:35]([NH2:38])=[CH:34][CH:33]=2)[CH2:28][CH2:27][O:26][CH2:25][CH2:24]1, predict the reaction product. The product is: [CH3:21][O:20][C:11]1[CH:12]=[CH:13][C:14]([C:16]([F:19])([F:18])[F:17])=[CH:15][C:10]=1[C:6]1[C:5]2[N:4]([N:3]=[C:2]([NH:38][C:35]3[CH:36]=[CH:37][C:32]([O:31][CH2:30][CH2:29][N:23]4[CH2:24][CH2:25][O:26][CH2:27][CH2:28]4)=[CH:33][CH:34]=3)[N:22]=2)[CH:9]=[CH:8][CH:7]=1. (2) Given the reactants [NH2:1][C:2](=[S:8])[C:3]([O:5][CH2:6][CH3:7])=[O:4].Br[CH:10]([C:14]1[CH:19]=[CH:18][CH:17]=[C:16]([C:20]([F:23])([F:22])[F:21])[CH:15]=1)[C:11](=O)[CH3:12], predict the reaction product. The product is: [CH3:12][C:11]1[N:1]=[C:2]([C:3]([O:5][CH2:6][CH3:7])=[O:4])[S:8][C:10]=1[C:14]1[CH:19]=[CH:18][CH:17]=[C:16]([C:20]([F:21])([F:22])[F:23])[CH:15]=1. (3) Given the reactants C([O:4][CH2:5][C:6]1[CH:11]=[CH:10][C:9]([CH:12]([CH:33]2[CH2:37][CH2:36][CH2:35][CH2:34]2)[C:13]([NH:15][C:16]2[CH:17]=[C:18]([CH:30]=[CH:31][CH:32]=2)[CH2:19][C:20]2([C:23]([O:25][C:26]([CH3:29])([CH3:28])[CH3:27])=[O:24])[CH2:22][CH2:21]2)=[O:14])=[CH:8][CH:7]=1)(=O)C, predict the reaction product. The product is: [CH:33]1([CH:12]([C:9]2[CH:10]=[CH:11][C:6]([CH2:5][OH:4])=[CH:7][CH:8]=2)[C:13]([NH:15][C:16]2[CH:17]=[C:18]([CH:30]=[CH:31][CH:32]=2)[CH2:19][C:20]2([C:23]([O:25][C:26]([CH3:28])([CH3:27])[CH3:29])=[O:24])[CH2:22][CH2:21]2)=[O:14])[CH2:37][CH2:36][CH2:35][CH2:34]1. (4) Given the reactants [C:1]([O:5][C:6](=[O:15])[NH:7][C@@H:8]1[CH2:13][CH2:12][CH2:11][CH2:10][C@H:9]1[NH2:14])([CH3:4])([CH3:3])[CH3:2].C[O:17][CH:18]1[CH:22]([CH:23]=O)[CH2:21][CH:20](OC)O1, predict the reaction product. The product is: [C:1]([O:5][C:6](=[O:15])[NH:7][C@@H:8]1[CH2:13][CH2:12][CH2:11][CH2:10][C@H:9]1[N:14]1[CH:20]=[CH:21][C:22]([CH:18]=[O:17])=[CH:23]1)([CH3:4])([CH3:2])[CH3:3]. (5) Given the reactants [N:1]1[C:10]2[C:5](=[CH:6][C:7]([NH2:11])=[CH:8][CH:9]=2)[CH:4]=[CH:3][CH:2]=1.Cl.[N:13]([O-])=O.[Na+].O.O.[Cl:19][Sn]Cl, predict the reaction product. The product is: [ClH:19].[N:1]1[C:10]2[C:5](=[CH:6][C:7]([NH:11][NH2:13])=[CH:8][CH:9]=2)[CH:4]=[CH:3][CH:2]=1. (6) The product is: [CH3:34][C:35]1[CH:36]=[CH:37][C:38]([N:41]2[CH2:46][CH2:45][N:44]([C:15]([O:11][CH2:10][CH2:9][N:5]3[CH2:6][CH2:7][CH2:8][N:2]([CH3:1])[CH2:3][CH2:4]3)=[O:16])[CH2:43][CH2:42]2)=[CH:39][CH:40]=1. Given the reactants [CH3:1][N:2]1[CH2:8][CH2:7][CH2:6][N:5]([CH2:9][CH2:10][OH:11])[CH2:4][CH2:3]1.CN1CC[O:16][CH2:15]C1.ClC(OC1C=CC([N+]([O-])=O)=CC=1)=O.Cl.Cl.[CH3:34][C:35]1[CH:40]=[CH:39][C:38]([N:41]2[CH2:46][CH2:45][NH:44][CH2:43][CH2:42]2)=[CH:37][CH:36]=1.CCN(C(C)C)C(C)C, predict the reaction product. (7) Given the reactants [CH3:1][N:2]1[C:10]2[C:5](=[CH:6][CH:7]=[CH:8][CH:9]=2)[CH2:4][CH2:3]1, predict the reaction product. The product is: [CH3:1][N:2]1[C:10]2[C:5](=[CH:6][CH:7]=[CH:8][CH:9]=2)[CH:4]=[CH:3]1. (8) The product is: [NH:12]1[C:20]2[C:15](=[CH:16][CH:17]=[CH:18][CH:19]=2)[C:14]([C:21]2[C:22](=[O:23])[NH:24][C:27](=[O:26])[C:28]=2[C:30]2[CH:31]=[CH:32][CH:33]=[C:34]3[C:38]=2[N:37]([CH2:39][O:40][CH2:41][CH2:42][Si:43]([CH3:46])([CH3:45])[CH3:44])[CH:36]=[CH:35]3)=[CH:13]1. Given the reactants CC([O-])(C)C.[K+].C1COCC1.[NH:12]1[C:20]2[C:15](=[CH:16][CH:17]=[CH:18][CH:19]=2)[C:14]([CH2:21][C:22]([NH2:24])=[O:23])=[CH:13]1.C[O:26][C:27](=O)[C:28]([C:30]1[CH:31]=[CH:32][CH:33]=[C:34]2[C:38]=1[N:37]([CH2:39][O:40][CH2:41][CH2:42][Si:43]([CH3:46])([CH3:45])[CH3:44])[CH:36]=[CH:35]2)=O, predict the reaction product.